This data is from NCI-60 drug combinations with 297,098 pairs across 59 cell lines. The task is: Regression. Given two drug SMILES strings and cell line genomic features, predict the synergy score measuring deviation from expected non-interaction effect. (1) Drug 1: C1=CC(=CC=C1CC(C(=O)O)N)N(CCCl)CCCl.Cl. Synergy scores: CSS=19.5, Synergy_ZIP=-1.88, Synergy_Bliss=5.26, Synergy_Loewe=3.66, Synergy_HSA=5.54. Cell line: MALME-3M. Drug 2: C1=CC(=CC=C1CCCC(=O)O)N(CCCl)CCCl. (2) Drug 1: CC1=C(C=C(C=C1)C(=O)NC2=CC(=CC(=C2)C(F)(F)F)N3C=C(N=C3)C)NC4=NC=CC(=N4)C5=CN=CC=C5. Drug 2: CS(=O)(=O)CCNCC1=CC=C(O1)C2=CC3=C(C=C2)N=CN=C3NC4=CC(=C(C=C4)OCC5=CC(=CC=C5)F)Cl. Cell line: OVCAR-5. Synergy scores: CSS=-3.25, Synergy_ZIP=1.01, Synergy_Bliss=-0.739, Synergy_Loewe=-9.95, Synergy_HSA=-8.29. (3) Drug 1: C1=CC(=CC=C1CC(C(=O)O)N)N(CCCl)CCCl.Cl. Drug 2: CCC1=C2CN3C(=CC4=C(C3=O)COC(=O)C4(CC)O)C2=NC5=C1C=C(C=C5)O. Cell line: KM12. Synergy scores: CSS=16.7, Synergy_ZIP=-1.02, Synergy_Bliss=-2.33, Synergy_Loewe=-5.97, Synergy_HSA=0.451.